Dataset: Forward reaction prediction with 1.9M reactions from USPTO patents (1976-2016). Task: Predict the product of the given reaction. (1) Given the reactants [CH3:1][C:2]1[CH:7]=[CH:6][C:5]([S:8]([O:11][CH2:12][C@@H:13]2[O:18][C:17]3[C:19]([CH:26]=[CH:27][CH:28]=O)=[C:20]([N+:23]([O-])=O)[CH:21]=[CH:22][C:16]=3[O:15][CH2:14]2)(=[O:10])=[O:9])=[CH:4][CH:3]=1.O, predict the reaction product. The product is: [CH3:1][C:2]1[CH:7]=[CH:6][C:5]([S:8]([O:11][CH2:12][CH:13]2[O:18][C:17]3=[C:19]4[C:20](=[CH:21][CH:22]=[C:16]3[O:15][CH2:14]2)[N:23]=[CH:28][CH:27]=[CH:26]4)(=[O:9])=[O:10])=[CH:4][CH:3]=1. (2) Given the reactants C(OC([NH:8][CH:9]1[CH2:14][CH2:13][CH:12]([NH:15][C:16]2[CH:25]=[CH:24][CH:23]=[C:22]3[C:17]=2[C:18]([O:26][CH3:27])=[CH:19][N:20]=[CH:21]3)[CH2:11][CH2:10]1)=O)(C)(C)C.[ClH:28].CO, predict the reaction product. The product is: [ClH:28].[CH3:27][O:26][C:18]1[C:17]2[C:22](=[CH:23][CH:24]=[CH:25][C:16]=2[NH:15][CH:12]2[CH2:13][CH2:14][CH:9]([NH2:8])[CH2:10][CH2:11]2)[CH:21]=[N:20][CH:19]=1. (3) Given the reactants [NH2:1][C:2]1[CH:7]=[CH:6][C:5]([NH:8][C:9]2[CH:18]=[CH:17][N:16]=[C:15]3[C:10]=2[C:11]2[CH:23]=[CH:22][CH:21]=[CH:20][C:12]=2[C:13](=[O:19])[NH:14]3)=[CH:4][CH:3]=1.CCN(C(C)C)C(C)C.[N:33]([CH3:36])=[C:34]=[O:35], predict the reaction product. The product is: [CH3:36][NH:33][C:34]([NH:1][C:2]1[CH:3]=[CH:4][C:5]([NH:8][C:9]2[CH:18]=[CH:17][N:16]=[C:15]3[C:10]=2[C:11]2[CH:23]=[CH:22][CH:21]=[CH:20][C:12]=2[C:13](=[O:19])[NH:14]3)=[CH:6][CH:7]=1)=[O:35]. (4) Given the reactants [Cl:1][C:2]1[CH:3]=[C:4]([NH:9][CH2:10][C:11]([N:13]2[CH2:19][CH2:18][CH2:17][CH2:16][CH:15]([NH:20][C:21]3[C:22]4[CH:29]=[CH:28][NH:27][C:23]=4[N:24]=[CH:25][N:26]=3)[CH2:14]2)=[O:12])[CH:5]=[C:6]([Cl:8])[CH:7]=1.CO, predict the reaction product. The product is: [Cl:1][C:2]1[CH:3]=[C:4]([NH:9][CH2:10][C:11]([N:13]2[CH2:19][CH:18]3[CH2:17][CH:16]2[CH:15]([NH:20][C:21]2[C:22]4[CH:29]=[CH:28][NH:27][C:23]=4[N:24]=[CH:25][N:26]=2)[CH2:14]3)=[O:12])[CH:5]=[C:6]([Cl:8])[CH:7]=1. (5) Given the reactants [NH2:1][C@H:2]([C:7]([OH:9])=[O:8])[C@H:3]([CH2:5][CH3:6])[CH3:4].[CH2:10]([O:13][C:14](OC1CC(=O)NC1=O)=[O:15])[CH:11]=[CH2:12].C([O-])([O-])=O.[K+].[K+], predict the reaction product. The product is: [CH2:10]([O:13][C:14]([NH:1][C@H:2]([C:7]([OH:9])=[O:8])[C@H:3]([CH2:5][CH3:6])[CH3:4])=[O:15])[CH:11]=[CH2:12]. (6) Given the reactants C([N:8]1[CH2:13][CH2:12][CH:11]([N:14]2[CH2:18][C:17]3=[CH:19][N:20]=[C:21]([CH2:22][O:23][Si:24]([C:27]([CH3:30])([CH3:29])[CH3:28])([CH3:26])[CH3:25])[N:16]3[C:15]2=[O:31])[CH2:10][CH2:9]1)C1C=CC=CC=1, predict the reaction product. The product is: [Si:24]([O:23][CH2:22][C:21]1[N:16]2[C:15](=[O:31])[N:14]([CH:11]3[CH2:12][CH2:13][NH:8][CH2:9][CH2:10]3)[CH2:18][C:17]2=[CH:19][N:20]=1)([C:27]([CH3:28])([CH3:29])[CH3:30])([CH3:26])[CH3:25]. (7) Given the reactants CCN=C=NCCCN(C)C.OC(C(F)(F)F)=O.[NH2:19][CH2:20][C:21]([NH:23][CH:24]1[CH2:27][N:26]([CH:28]2[CH2:33][CH2:32][CH:31]([C:34]3[CH:39]=[CH:38][CH:37]=[CH:36][CH:35]=3)[CH2:30][CH2:29]2)[CH2:25]1)=[O:22].[F:40][C:41]1[CH:49]=[CH:48][C:47]([C:50]([F:53])([F:52])[F:51])=[CH:46][C:42]=1[C:43](O)=[O:44], predict the reaction product. The product is: [F:40][C:41]1[CH:49]=[CH:48][C:47]([C:50]([F:51])([F:52])[F:53])=[CH:46][C:42]=1[C:43]([NH:19][CH2:20][C:21](=[O:22])[NH:23][CH:24]1[CH2:27][N:26]([CH:28]2[CH2:33][CH2:32][CH:31]([C:34]3[CH:39]=[CH:38][CH:37]=[CH:36][CH:35]=3)[CH2:30][CH2:29]2)[CH2:25]1)=[O:44]. (8) Given the reactants C[O:2][C:3]([C:5]1[N:6]=[C:7](Br)[S:8][C:9]=1[C:10]1[CH:11]=[C:12]([CH3:16])[CH:13]=[CH:14][CH:15]=1)=[O:4].[CH3:18][NH:19][CH3:20], predict the reaction product. The product is: [CH3:18][N:19]([CH3:20])[C:7]1[S:8][C:9]([C:10]2[CH:11]=[C:12]([CH3:16])[CH:13]=[CH:14][CH:15]=2)=[C:5]([C:3]([OH:2])=[O:4])[N:6]=1.